This data is from Full USPTO retrosynthesis dataset with 1.9M reactions from patents (1976-2016). The task is: Predict the reactants needed to synthesize the given product. (1) Given the product [Si:1]([O:8][CH:9]1[CH2:13][CH2:12][CH:11]([O:14][S:15]([C:18]2[CH:24]=[CH:23][C:21]([CH3:22])=[CH:20][CH:19]=2)(=[O:17])=[O:16])[CH2:10]1)([C:4]([CH3:7])([CH3:6])[CH3:5])([CH3:3])[CH3:2], predict the reactants needed to synthesize it. The reactants are: [Si:1]([O:8][CH:9]1[CH2:13][CH2:12][CH:11]([OH:14])[CH2:10]1)([C:4]([CH3:7])([CH3:6])[CH3:5])([CH3:3])[CH3:2].[S:15](Cl)([C:18]1[CH:24]=[CH:23][C:21]([CH3:22])=[CH:20][CH:19]=1)(=[O:17])=[O:16]. (2) Given the product [CH:1]1([CH2:7][CH2:8][O:9][C:10]2[CH:11]=[C:12]([CH:16]=[CH:17][N:18]=2)[C:13]([N:51]2[CH2:50][CH2:49][N:48]([C:46]([O:45][C:41]([CH3:44])([CH3:43])[CH3:42])=[O:47])[CH2:53][CH2:52]2)=[O:15])[CH2:2][CH2:3][CH2:4][CH2:5][CH2:6]1, predict the reactants needed to synthesize it. The reactants are: [CH:1]1([CH2:7][CH2:8][O:9][C:10]2[CH:11]=[C:12]([CH:16]=[CH:17][N:18]=2)[C:13]([OH:15])=O)[CH2:6][CH2:5][CH2:4][CH2:3][CH2:2]1.CCN=C=NCCCN(C)C.C1C=CC2N(O)N=NC=2C=1.Cl.[C:41]([O:45][C:46]([N:48]1[CH2:53][CH2:52][NH:51][CH2:50][CH2:49]1)=[O:47])([CH3:44])([CH3:43])[CH3:42]. (3) The reactants are: [H-].[Na+].Cl[C:4]1[CH:9]=[CH:8][C:7]([C:10]([F:13])([F:12])[F:11])=[CH:6][N:5]=1.[CH3:14][C:15]([C:17]1[CH:22]=[CH:21][CH:20]=[C:19]([Cl:23])[CH:18]=1)=O.[OH-:24].[Na+].Cl.[NH2:27]O. Given the product [Cl:23][C:19]1[CH:18]=[C:17]([C:15](=[N:27][OH:24])[CH2:14][C:4]2[CH:9]=[CH:8][C:7]([C:10]([F:13])([F:12])[F:11])=[CH:6][N:5]=2)[CH:22]=[CH:21][CH:20]=1, predict the reactants needed to synthesize it. (4) Given the product [OH:1][CH2:2][C:3]1[C:4]2[N:5]([N:11]=[CH:12][CH:13]=2)[C:6]([O:9][CH3:10])=[CH:7][CH:8]=1, predict the reactants needed to synthesize it. The reactants are: [OH:1][CH2:2][C:3]1[C:4]2[N:5]([N:11]=[CH:12][C:13]=2C(O)=O)[C:6]([O:9][CH3:10])=[CH:7][CH:8]=1.